Dataset: Forward reaction prediction with 1.9M reactions from USPTO patents (1976-2016). Task: Predict the product of the given reaction. (1) Given the reactants [Cl:1][C:2]1[CH:9]=[C:8]([N:10]([C@H:22]2[CH2:26][CH2:25][NH:24][CH2:23]2)[CH2:11][C:12]2[CH:17]=[CH:16][CH:15]=[CH:14][C:13]=2[C:18]([F:21])([F:20])[F:19])[CH:7]=[CH:6][C:3]=1[C:4]#[N:5].[N:27]1[CH:32]=[CH:31][CH:30]=[CH:29][C:28]=1[S:33](Cl)(=[O:35])=[O:34], predict the reaction product. The product is: [Cl:1][C:2]1[CH:9]=[C:8]([N:10]([C@H:22]2[CH2:26][CH2:25][N:24]([S:33]([C:28]3[CH:29]=[CH:30][CH:31]=[CH:32][N:27]=3)(=[O:35])=[O:34])[CH2:23]2)[CH2:11][C:12]2[CH:17]=[CH:16][CH:15]=[CH:14][C:13]=2[C:18]([F:19])([F:20])[F:21])[CH:7]=[CH:6][C:3]=1[C:4]#[N:5]. (2) Given the reactants [N:1]([O-])=O.[Na+].[Br:5][C:6]1[C:12]([N+:13]([O-:15])=[O:14])=[CH:11][C:9]([NH2:10])=[C:8]([CH3:16])[CH:7]=1, predict the reaction product. The product is: [Br:5][C:6]1[CH:7]=[C:8]2[C:9](=[CH:11][C:12]=1[N+:13]([O-:15])=[O:14])[NH:10][N:1]=[CH:16]2. (3) Given the reactants [NH2:1][C:2]1[N:14]2[C:5]([C:6]3[CH:7]=[C:8]([C:35]4[CH:40]=[CH:39][CH:38]=[CH:37][CH:36]=4)[C:9]([C:15]4[CH:20]=[CH:19][C:18]([C:21]5([NH:27]C(=O)OC(C)(C)C)[CH2:24][C:23]([F:26])([F:25])[CH2:22]5)=[CH:17][CH:16]=4)=[N:10][C:11]=3[CH:12]=[CH:13]2)=[N:4][N:3]=1.C(O)(C(F)(F)F)=O, predict the reaction product. The product is: [NH2:27][C:21]1([C:18]2[CH:17]=[CH:16][C:15]([C:9]3[C:8]([C:35]4[CH:40]=[CH:39][CH:38]=[CH:37][CH:36]=4)=[CH:7][C:6]4[C:5]5=[N:4][N:3]=[C:2]([NH2:1])[N:14]5[CH:13]=[CH:12][C:11]=4[N:10]=3)=[CH:20][CH:19]=2)[CH2:24][C:23]([F:25])([F:26])[CH2:22]1.